This data is from NCI-60 drug combinations with 297,098 pairs across 59 cell lines. The task is: Regression. Given two drug SMILES strings and cell line genomic features, predict the synergy score measuring deviation from expected non-interaction effect. (1) Drug 1: COC1=CC(=CC(=C1O)OC)C2C3C(COC3=O)C(C4=CC5=C(C=C24)OCO5)OC6C(C(C7C(O6)COC(O7)C8=CC=CS8)O)O. Drug 2: C1=CN(C=N1)CC(O)(P(=O)(O)O)P(=O)(O)O. Cell line: MALME-3M. Synergy scores: CSS=-2.52, Synergy_ZIP=-7.48, Synergy_Bliss=-17.9, Synergy_Loewe=-36.0, Synergy_HSA=-17.0. (2) Drug 1: CN(C)C1=NC(=NC(=N1)N(C)C)N(C)C. Cell line: A498. Synergy scores: CSS=-6.85, Synergy_ZIP=3.37, Synergy_Bliss=0.497, Synergy_Loewe=-4.70, Synergy_HSA=-4.70. Drug 2: C1CC(=O)NC(=O)C1N2C(=O)C3=CC=CC=C3C2=O. (3) Drug 1: C1=NC(=NC(=O)N1C2C(C(C(O2)CO)O)O)N. Drug 2: CCCCC(=O)OCC(=O)C1(CC(C2=C(C1)C(=C3C(=C2O)C(=O)C4=C(C3=O)C=CC=C4OC)O)OC5CC(C(C(O5)C)O)NC(=O)C(F)(F)F)O. Cell line: NCI-H522. Synergy scores: CSS=19.3, Synergy_ZIP=-2.96, Synergy_Bliss=-1.23, Synergy_Loewe=-6.64, Synergy_HSA=0.278. (4) Drug 1: C1CNP(=O)(OC1)N(CCCl)CCCl. Drug 2: C(CN)CNCCSP(=O)(O)O. Cell line: MDA-MB-435. Synergy scores: CSS=13.1, Synergy_ZIP=1.89, Synergy_Bliss=5.28, Synergy_Loewe=4.98, Synergy_HSA=2.56. (5) Synergy scores: CSS=10.1, Synergy_ZIP=-2.24, Synergy_Bliss=2.16, Synergy_Loewe=2.52, Synergy_HSA=2.69. Drug 2: C1C(C(OC1N2C=NC3=C2NC=NCC3O)CO)O. Drug 1: CC(C1=C(C=CC(=C1Cl)F)Cl)OC2=C(N=CC(=C2)C3=CN(N=C3)C4CCNCC4)N. Cell line: EKVX. (6) Drug 1: C1=NC2=C(N=C(N=C2N1C3C(C(C(O3)CO)O)F)Cl)N. Drug 2: CCC1=C2CN3C(=CC4=C(C3=O)COC(=O)C4(CC)O)C2=NC5=C1C=C(C=C5)O. Cell line: RXF 393. Synergy scores: CSS=2.44, Synergy_ZIP=0.0696, Synergy_Bliss=3.55, Synergy_Loewe=0.634, Synergy_HSA=2.02. (7) Drug 1: CNC(=O)C1=CC=CC=C1SC2=CC3=C(C=C2)C(=NN3)C=CC4=CC=CC=N4. Drug 2: C1=NC2=C(N1)C(=S)N=C(N2)N. Cell line: MOLT-4. Synergy scores: CSS=63.8, Synergy_ZIP=3.30, Synergy_Bliss=3.38, Synergy_Loewe=2.19, Synergy_HSA=6.07.